From a dataset of Full USPTO retrosynthesis dataset with 1.9M reactions from patents (1976-2016). Predict the reactants needed to synthesize the given product. (1) The reactants are: [NH2:1][C:2]1[CH:3]=[C:4]([CH2:9][C@H:10]([NH:24][S:25]([C:28]2[CH:33]=[CH:32][CH:31]=[CH:30][CH:29]=2)(=[O:27])=[O:26])[C:11]([NH:13][CH2:14][CH2:15][CH2:16][CH2:17][C:18]2[CH:23]=[CH:22][CH:21]=[CH:20][CH:19]=2)=[O:12])[CH:5]=[CH:6][C:7]=1[OH:8].C=O.[BH-](OC(C)=O)(OC(C)=O)O[C:38](C)=O.[Na+].C([O-])(O)=O.[Na+]. Given the product [C:28]1([S:25]([NH:24][C@@H:10]([CH2:9][C:4]2[CH:5]=[CH:6][C:7]([OH:8])=[C:2]([NH:1][CH3:38])[CH:3]=2)[C:11]([NH:13][CH2:14][CH2:15][CH2:16][CH2:17][C:18]2[CH:23]=[CH:22][CH:21]=[CH:20][CH:19]=2)=[O:12])(=[O:27])=[O:26])[CH:29]=[CH:30][CH:31]=[CH:32][CH:33]=1, predict the reactants needed to synthesize it. (2) Given the product [C:3]([O:7][C:8]([N:10]1[CH2:11][CH2:12][C:13]2([O:17][C:16](=[O:18])[N:15]([CH2:22][C:23]3[CH:32]=[CH:31][C:30]4[C:25](=[CH:26][CH:27]=[CH:28][CH:29]=4)[CH:24]=3)[CH2:14]2)[CH2:19][CH2:20]1)=[O:9])([CH3:6])([CH3:4])[CH3:5], predict the reactants needed to synthesize it. The reactants are: [H-].[Na+].[C:3]([O:7][C:8]([N:10]1[CH2:20][CH2:19][C:13]2([O:17][C:16](=[O:18])[NH:15][CH2:14]2)[CH2:12][CH2:11]1)=[O:9])([CH3:6])([CH3:5])[CH3:4].Br[CH2:22][C:23]1[CH:32]=[CH:31][C:30]2[C:25](=[CH:26][CH:27]=[CH:28][CH:29]=2)[C:24]=1O.O.